Dataset: Forward reaction prediction with 1.9M reactions from USPTO patents (1976-2016). Task: Predict the product of the given reaction. (1) Given the reactants Cl.O1CCOCC1.[O:8]1CCO[CH:9]1[CH2:13][CH2:14][S:15][CH:16]([C:27]1[C:32]([F:33])=[CH:31][CH:30]=[C:29]([F:34])[C:28]=1[F:35])[C:17]1[C:18]([CH3:26])=[CH:19][C:20]([C:23]([NH2:25])=[O:24])=[N:21][CH:22]=1, predict the reaction product. The product is: [CH3:26][C:18]1[C:17]([CH:16]([S:15][CH2:14][CH2:13][CH:9]=[O:8])[C:27]2[C:32]([F:33])=[CH:31][CH:30]=[C:29]([F:34])[C:28]=2[F:35])=[CH:22][N:21]=[C:20]([C:23]([NH2:25])=[O:24])[CH:19]=1. (2) The product is: [Cl:3][C:4]1[C:9]([C:10]2[N:11]([CH2:22][CH:23]3[CH2:28][CH2:27][CH2:26][CH2:25][CH2:24]3)[C:12]3[CH:18]=[C:17]([F:19])[C:16]([F:20])=[CH:15][C:13]=3[N:14]=2)=[CH:8][CH:7]=[CH:6][N:5]=1. Given the reactants [H-].[Na+].[Cl:3][C:4]1[C:9]([C:10]2[NH:14][C:13]3[CH:15]=[C:16]([F:20])[C:17]([F:19])=[CH:18][C:12]=3[N:11]=2)=[CH:8][CH:7]=[CH:6][N:5]=1.Br[CH2:22][CH:23]1[CH2:28][CH2:27][CH2:26][CH2:25][CH2:24]1, predict the reaction product. (3) The product is: [CH3:11][C:10]([CH3:13])([CH3:12])[C@H:9]([NH:14][C:15](=[O:24])[O:16][CH2:17][C:18]1[CH:23]=[CH:22][CH:21]=[CH:20][CH:19]=1)[C:7]1[N:1]=[N:2][NH:3][N:8]=1. Given the reactants [N-:1]=[N+:2]=[N-:3].[Na+].[Cl-].[NH4+].[C:7]([C@@H:9]([NH:14][C:15](=[O:24])[O:16][CH2:17][C:18]1[CH:23]=[CH:22][CH:21]=[CH:20][CH:19]=1)[C:10]([CH3:13])([CH3:12])[CH3:11])#[N:8], predict the reaction product. (4) The product is: [O:1]1[C:5]([C:6]([N:36]2[CH2:37][CH2:38][CH:33]([C:30]3[CH:31]=[CH:32][C:27]([N:26]4[CH2:25][C@H:24]([CH2:40][NH:41][C:42](=[O:44])[CH3:43])[O:23][C:22]4=[O:21])=[CH:28][C:29]=3[F:39])[CH2:34][CH2:35]2)=[O:8])=[CH:4][CH:3]=[N:2]1. Given the reactants [O:1]1[C:5]([C:6]([OH:8])=O)=[CH:4][CH:3]=[N:2]1.C(N1C=CN=C1)(N1C=CN=C1)=O.[O:21]=[C:22]1[N:26]([C:27]2[CH:32]=[CH:31][C:30]([CH:33]3[CH2:38][CH2:37][NH:36][CH2:35][CH2:34]3)=[C:29]([F:39])[CH:28]=2)[CH2:25][C@H:24]([CH2:40][NH:41][C:42](=[O:44])[CH3:43])[O:23]1, predict the reaction product. (5) Given the reactants [F:1][C:2]1[C:3]([CH:18]=[CH2:19])=[C:4]([C:12](=[O:17])[CH2:13][CH2:14]C=C)[CH:5]=[C:6]2[C:10]=1[N:9]([CH3:11])[CH:8]=[CH:7]2, predict the reaction product. The product is: [F:1][C:2]1[C:3]2[CH:18]=[CH:19][CH2:14][CH2:13][C:12](=[O:17])[C:4]=2[CH:5]=[C:6]2[C:10]=1[N:9]([CH3:11])[CH:8]=[CH:7]2. (6) Given the reactants [F-].[K+].C[Si](C)(C)[C:5]([F:8])([F:7])[F:6].[Cl:11][C:12]1[C:17](I)=[CH:16][CH:15]=[C:14]([Cl:19])[N:13]=1.N, predict the reaction product. The product is: [Cl:11][C:12]1[C:17]([C:5]([F:8])([F:7])[F:6])=[CH:16][CH:15]=[C:14]([Cl:19])[N:13]=1.